From a dataset of Full USPTO retrosynthesis dataset with 1.9M reactions from patents (1976-2016). Predict the reactants needed to synthesize the given product. (1) Given the product [NH2:38][C:39]1[CH:46]=[CH:45][C:42]([C:43]#[N:44])=[C:41]([C:26]([F:35])([C:27]([F:28])([F:29])[F:30])[C:31]([F:32])([F:33])[F:34])[CH:40]=1, predict the reactants needed to synthesize it. The reactants are: N1C2C(=CC=C3C=2N=CC=C3)C=CC=1.FC(F)(F)[Si]([C:26]([F:35])([C:31]([F:34])([F:33])[F:32])[C:27]([F:30])([F:29])[F:28])(C(F)(F)F)C(F)(F)F.[NH2:38][C:39]1[CH:46]=[CH:45][C:42]([C:43]#[N:44])=[C:41](I)[CH:40]=1. (2) Given the product [Cl:9][C:10]1[C:15]([CH:20]([C:21]2[CH:26]=[CH:25][CH:24]=[CH:23][CH:22]=2)[OH:27])=[CH:14][CH:13]=[C:12]([C:16]([F:17])([F:18])[F:19])[N:11]=1, predict the reactants needed to synthesize it. The reactants are: C([N-]C(C)C)(C)C.[Li+].[Cl:9][C:10]1[CH:15]=[CH:14][CH:13]=[C:12]([C:16]([F:19])([F:18])[F:17])[N:11]=1.[CH:20](=[O:27])[C:21]1[CH:26]=[CH:25][CH:24]=[CH:23][CH:22]=1.O. (3) Given the product [ClH:1].[NH2:14][CH2:13][C:9]1[CH:8]=[C:7]([CH2:6][NH:5][C:2](=[O:4])[CH3:3])[CH:12]=[CH:11][CH:10]=1, predict the reactants needed to synthesize it. The reactants are: [ClH:1].[C:2]([NH:5][CH2:6][C:7]1[CH:8]=[C:9]([CH2:13][NH:14]C(=O)OC(C)(C)C)[CH:10]=[CH:11][CH:12]=1)(=[O:4])[CH3:3]. (4) Given the product [Cl:1][C:2]1[CH:7]=[CH:6][CH:5]=[CH:4][C:3]=1[C:8]([C:10]1[C:11]([F:18])=[N:12][C:13]([F:17])=[CH:14][C:15]=1[F:16])=[O:9], predict the reactants needed to synthesize it. The reactants are: [Cl:1][C:2]1[CH:7]=[CH:6][CH:5]=[CH:4][C:3]=1[CH:8]([C:10]1[C:11]([F:18])=[N:12][C:13]([F:17])=[CH:14][C:15]=1[F:16])[OH:9].